From a dataset of Forward reaction prediction with 1.9M reactions from USPTO patents (1976-2016). Predict the product of the given reaction. (1) Given the reactants [CH:1]1([O:6][C:7]2[N:15]=[C:14]3[C:10]([N:11]=[CH:12][NH:13]3)=[C:9]([NH:16][C:17](=[O:24])[C:18]3[CH:23]=[CH:22][CH:21]=[CH:20][CH:19]=3)[N:8]=2)[CH2:5][CH2:4][CH2:3][CH2:2]1.C(O[CH:29]1[O:41][C@H:40]([CH2:42][O:43][C:44](=[O:46])[CH3:45])[C@H:35]([O:36][C:37](=[O:39])[CH3:38])[C@H:30]1[O:31][C:32](=[O:34])[CH3:33])(=O)C.C/C(/O[Si](C)(C)C)=N\[Si](C)(C)C.[Sn](Cl)(Cl)(Cl)Cl.C(=O)(O)[O-].[Na+], predict the reaction product. The product is: [C:17]([NH:16][C:9]1[N:8]=[C:7]([O:6][CH:1]2[CH2:2][CH2:3][CH2:4][CH2:5]2)[N:15]=[C:14]2[C:10]=1[N:11]=[CH:12][N:13]2[C@@H:29]1[O:41][C@H:40]([CH2:42][O:43][C:44](=[O:46])[CH3:45])[C@H:35]([O:36][C:37](=[O:39])[CH3:38])[C@H:30]1[O:31][C:32](=[O:34])[CH3:33])(=[O:24])[C:18]1[CH:23]=[CH:22][CH:21]=[CH:20][CH:19]=1. (2) Given the reactants BrC1C=CC(O)=C(C2C=[CH:16][C:15]3[C:10](=[CH:11][CH:12]=[C:13]([C:18]4[N:22]([CH:23]5[CH2:28][CH2:27][CH2:26][CH2:25][CH2:24]5)[C:21]5[CH:29]=[CH:30][C:31]([C:33]([OH:35])=[O:34])=[CH:32][C:20]=5[N:19]=4)[CH:14]=3)[N:9]=2)C=1.[CH2:37]([O:44][C:45]1[CH:46]=[CH:47][C:48]2[O:52][C:51]([CH3:53])=[C:50]([C:54](=O)[CH3:55])[C:49]=2[CH:57]=1)[C:38]1[CH:43]=[CH:42][CH:41]=[CH:40][CH:39]=1.[OH-].[K+], predict the reaction product. The product is: [CH2:37]([O:44][C:45]1[CH:46]=[CH:47][C:48]2[O:52][C:51]([CH3:53])=[C:50]([C:54]3[CH:55]=[CH:16][C:15]4[C:10](=[CH:11][CH:12]=[C:13]([C:18]5[N:22]([CH:23]6[CH2:24][CH2:25][CH2:26][CH2:27][CH2:28]6)[C:21]6[CH:29]=[CH:30][C:31]([C:33]([OH:35])=[O:34])=[CH:32][C:20]=6[N:19]=5)[CH:14]=4)[N:9]=3)[C:49]=2[CH:57]=1)[C:38]1[CH:43]=[CH:42][CH:41]=[CH:40][CH:39]=1. (3) Given the reactants [N:1]1[CH:6]=[CH:5][CH:4]=[CH:3][C:2]=1[C:7]1[N:11]=[C:10]([C:12]2[CH:17]=[C:16]([C:18]#[N:19])[CH:15]=[C:14](Br)[CH:13]=2)[O:9][N:8]=1.B1([C:30]2[CH:35]=[N:34][CH:33]=[N:32][CH:31]=2)OC(C)(C)C(C)(C)O1.C(=O)([O-])[O-].[Na+].[Na+].COCCOC, predict the reaction product. The product is: [N:1]1[CH:6]=[CH:5][CH:4]=[CH:3][C:2]=1[C:7]1[N:11]=[C:10]([C:12]2[CH:13]=[C:14]([C:30]3[CH:31]=[N:32][CH:33]=[N:34][CH:35]=3)[CH:15]=[C:16]([C:18]#[N:19])[CH:17]=2)[O:9][N:8]=1. (4) Given the reactants Br[C:2]1[C:10]2[N:9]3[CH2:11][CH2:12][NH:13][C:14](=[O:15])[C:8]3=[C:7]([CH3:16])[C:6]=2[CH:5]=[C:4]([Cl:17])[CH:3]=1.[CH3:18][S:19]([C:22]1[CH:27]=[CH:26][C:25](B(O)O)=[CH:24][CH:23]=1)(=[O:21])=[O:20], predict the reaction product. The product is: [Cl:17][C:4]1[CH:3]=[C:2]([C:25]2[CH:26]=[CH:27][C:22]([S:19]([CH3:18])(=[O:21])=[O:20])=[CH:23][CH:24]=2)[C:10]2[N:9]3[CH2:11][CH2:12][NH:13][C:14](=[O:15])[C:8]3=[C:7]([CH3:16])[C:6]=2[CH:5]=1. (5) Given the reactants CCC(C)[BH-](C(C)CC)C(C)CC.[Li+].[CH3:15][O:16][C:17]1[C:18]([OH:36])=[CH:19][C:20]2[CH2:21][CH:22]=[C:23]3[C@@H:32]([C:33]=2[CH:34]=1)[CH2:31][CH2:30][C@@:28]1([CH3:29])[C@H:24]3[CH2:25][CH2:26][C:27]1=[O:35].Cl, predict the reaction product. The product is: [CH3:15][O:16][C:17]1[C:18]([OH:36])=[CH:19][C:20]2[CH2:21][CH:22]=[C:23]3[C@@H:32]([C:33]=2[CH:34]=1)[CH2:31][CH2:30][C@@:28]1([CH3:29])[C@H:24]3[CH2:25][CH2:26][C@@H:27]1[OH:35].